From a dataset of HIV replication inhibition screening data with 41,000+ compounds from the AIDS Antiviral Screen. Binary Classification. Given a drug SMILES string, predict its activity (active/inactive) in a high-throughput screening assay against a specified biological target. (1) The drug is COC(=O)NNc1c([N+](=O)[O-])cnn(-c2ccccc2)c1=O. The result is 0 (inactive). (2) The molecule is CCCC[Sn](CCCC)(CCCC)CN1CCC(=O)CC1CC=CP1(=O)OC(c2ccccc2)C(C)N1C(C)C. The result is 0 (inactive). (3) The compound is CC1Oc2cc(O)cc(O)c2C(=O)C1C. The result is 0 (inactive). (4) The molecule is CC(=O)C(=C(Br)I)c1ccccc1. The result is 0 (inactive). (5) The compound is CNC(=O)NCCN1N=C(C)C(=Cc2ccccc2)CC1=O. The result is 0 (inactive).